From a dataset of Reaction yield outcomes from USPTO patents with 853,638 reactions. Predict the reaction yield, written as a fraction of the theoretical maximum amount of product (1.0 means a 100% yield; for example, 0.34 means a 34% yield). (1) The catalyst is COCCOC.CC([O-])=O.CC([O-])=O.[Pd+2]. The product is [Cl:8][C:6]1[N:7]=[C:2]([C:22]2[CH:27]=[CH:26][CH:25]=[CH:24][CH:23]=2)[N:3]=[C:4]([N:9]2[C:10]3[CH:11]=[CH:12][CH:13]=[CH:14][C:15]=3[C:16]3[C:21]2=[CH:20][CH:19]=[CH:18][CH:17]=3)[N:5]=1. The yield is 0.470. The reactants are Cl[C:2]1[N:7]=[C:6]([Cl:8])[N:5]=[C:4]([N:9]2[C:21]3[CH:20]=[CH:19][CH:18]=[CH:17][C:16]=3[C:15]3[C:10]2=[CH:11][CH:12]=[CH:13][CH:14]=3)[N:3]=1.[C:22]1(B(O)O)[CH:27]=[CH:26][CH:25]=[CH:24][CH:23]=1.C([O-])(O)=O.[Na+]. (2) The reactants are C([O:3][C:4](=[O:36])[C:5]1[CH:10]=[CH:9][C:8]([N:11]2[CH2:17][CH2:16][CH2:15][CH:14]([O:18][CH2:19][C:20]3[C:21]([C:28]4[C:33]([Cl:34])=[CH:32][CH:31]=[CH:30][C:29]=4[Cl:35])=[N:22][O:23][C:24]=3[CH:25]3[CH2:27][CH2:26]3)[CH2:13][CH2:12]2)=[CH:7][CH:6]=1)C.[OH-].[K+].Cl. The catalyst is C(O)C.O1CCCC1. The product is [CH:25]1([C:24]2[O:23][N:22]=[C:21]([C:28]3[C:29]([Cl:35])=[CH:30][CH:31]=[CH:32][C:33]=3[Cl:34])[C:20]=2[CH2:19][O:18][CH:14]2[CH2:15][CH2:16][CH2:17][N:11]([C:8]3[CH:7]=[CH:6][C:5]([C:4]([OH:36])=[O:3])=[CH:10][CH:9]=3)[CH2:12][CH2:13]2)[CH2:27][CH2:26]1. The yield is 0.980. (3) The reactants are [CH2:1]([O:4][C:5]1([CH3:34])[CH2:10][CH2:9][N:8]([C:11]2[N:16]3[N:17]=[C:18]([CH2:20][OH:21])[CH:19]=[C:15]3[N:14]=[C:13]([CH3:22])[C:12]=2[C@H:23]([O:29][C:30]([CH3:33])([CH3:32])[CH3:31])[C:24]([O:26][CH2:27][CH3:28])=[O:25])[CH2:7][CH2:6]1)[CH:2]=[CH2:3].[Br:35][C:36]1[CH:41]=[C:40]([C:42]([F:45])([F:44])[F:43])[CH:39]=[CH:38][C:37]=1[CH2:46]Br.[H-].[Na+]. The catalyst is CN(C=O)C. The product is [CH2:1]([O:4][C:5]1([CH3:34])[CH2:10][CH2:9][N:8]([C:11]2[N:16]3[N:17]=[C:18]([CH2:20][O:21][CH2:46][C:37]4[CH:38]=[CH:39][C:40]([C:42]([F:43])([F:45])[F:44])=[CH:41][C:36]=4[Br:35])[CH:19]=[C:15]3[N:14]=[C:13]([CH3:22])[C:12]=2[C@H:23]([O:29][C:30]([CH3:33])([CH3:32])[CH3:31])[C:24]([O:26][CH2:27][CH3:28])=[O:25])[CH2:7][CH2:6]1)[CH:2]=[CH2:3]. The yield is 0.667. (4) The reactants are [CH2:1]([O:8][C:9]1[CH:14]=[CH:13][C:12]([N+:15]([O-])=O)=[CH:11][C:10]=1[C:18]([F:21])([F:20])[F:19])[C:2]1[CH:7]=[CH:6][CH:5]=[CH:4][CH:3]=1.[Cl-].[Ca+2].[Cl-].C(O)C. The catalyst is O. The product is [CH2:1]([O:8][C:9]1[CH:14]=[CH:13][C:12]([NH2:15])=[CH:11][C:10]=1[C:18]([F:19])([F:20])[F:21])[C:2]1[CH:3]=[CH:4][CH:5]=[CH:6][CH:7]=1. The yield is 0.630. (5) The reactants are [CH3:1][CH:2]1[CH2:7][NH:6][CH2:5][CH:4]([CH3:8])[NH:3]1.F[C:10]1[CH:20]=[CH:19][C:13]([C:14]([O:16][CH2:17][CH3:18])=[O:15])=[CH:12][CH:11]=1. The catalyst is CS(C)=O. The product is [CH3:8][CH:4]1[NH:3][CH:2]([CH3:1])[CH2:7][N:6]([C:10]2[CH:20]=[CH:19][C:13]([C:14]([O:16][CH2:17][CH3:18])=[O:15])=[CH:12][CH:11]=2)[CH2:5]1. The yield is 0.760.